This data is from Full USPTO retrosynthesis dataset with 1.9M reactions from patents (1976-2016). The task is: Predict the reactants needed to synthesize the given product. (1) The reactants are: C([N:8]1[CH2:13][CH2:12][C:11]2[CH:14]=[C:15]([C:17]([O:19][CH2:20][CH3:21])=[O:18])[NH:16][C:10]=2[CH2:9]1)C1C=CC=CC=1. Given the product [NH:16]1[C:10]2[CH2:9][NH:8][CH2:13][CH2:12][C:11]=2[CH:14]=[C:15]1[C:17]([O:19][CH2:20][CH3:21])=[O:18], predict the reactants needed to synthesize it. (2) Given the product [NH2:20][C:15]1[CH:16]=[C:17]2[C:12](=[CH:13][CH:14]=1)[N:11]=[C:10]([C:8]1[CH:7]=[CH:6][C:5]3[O:1][CH2:2][O:3][C:4]=3[CH:9]=1)[CH:19]=[CH:18]2, predict the reactants needed to synthesize it. The reactants are: [O:1]1[C:5]2[CH:6]=[CH:7][C:8]([C:10]3[CH:19]=[CH:18][C:17]4[C:12](=[CH:13][CH:14]=[C:15]([N+:20]([O-])=O)[CH:16]=4)[N:11]=3)=[CH:9][C:4]=2[O:3][CH2:2]1. (3) Given the product [ClH:15].[C:12]([C:5]1[CH:4]=[CH:3][C:2]([OH:1])=[C:11]2[C:6]=1[CH:7]=[CH:8][CH:9]=[N:10]2)(=[O:14])[CH3:13], predict the reactants needed to synthesize it. The reactants are: [OH:1][C:2]1[CH:3]=[CH:4][CH:5]=[C:6]2[C:11]=1[N:10]=[CH:9][CH:8]=[CH:7]2.[C:12]([Cl:15])(=[O:14])[CH3:13].[Cl-].[Al+3].[Cl-].[Cl-]. (4) The reactants are: [F:1][CH2:2][CH2:3][O:4][C:5]1[C:13]2[C:8](=[N:9][CH:10]=[C:11]([NH2:14])[CH:12]=2)[NH:7][N:6]=1.[F:15][C:16]1[C:24]([NH:25][S:26]([CH2:29][CH2:30][CH3:31])(=[O:28])=[O:27])=[CH:23][CH:22]=[C:21]([F:32])[C:17]=1[C:18](O)=[O:19].CCN=C=NCCCN(C)C.C1C=CC2N(O)N=NC=2C=1. Given the product [F:15][C:16]1[C:24]([NH:25][S:26]([CH2:29][CH2:30][CH3:31])(=[O:27])=[O:28])=[CH:23][CH:22]=[C:21]([F:32])[C:17]=1[C:18]([NH:14][C:11]1[CH:12]=[C:13]2[C:5]([O:4][CH2:3][CH2:2][F:1])=[N:6][NH:7][C:8]2=[N:9][CH:10]=1)=[O:19], predict the reactants needed to synthesize it. (5) Given the product [Br:1][C:6]1[CH:5]=[N:4][N:3]([C:8]2[CH:13]=[CH:12][CH:11]=[CH:10][C:9]=2[NH:14][C:15]([C:17]2[C:29]3[C:28](=[O:30])[C:27]4[C:22](=[CH:23][CH:24]=[C:25]([N+:31]([O-:33])=[O:32])[CH:26]=4)[C:21]=3[CH:20]=[CH:19][CH:18]=2)=[O:16])[CH:7]=1, predict the reactants needed to synthesize it. The reactants are: [Br:1]Br.[N:3]1([C:8]2[CH:13]=[CH:12][CH:11]=[CH:10][C:9]=2[NH:14][C:15]([C:17]2[C:29]3[C:28](=[O:30])[C:27]4[C:22](=[CH:23][CH:24]=[C:25]([N+:31]([O-:33])=[O:32])[CH:26]=4)[C:21]=3[CH:20]=[CH:19][CH:18]=2)=[O:16])[CH:7]=[CH:6][CH:5]=[N:4]1. (6) Given the product [C:1]([CH2:3][C:4]1([N:15]2[CH:19]=[C:18]([C:20]3[C:21]4[CH:28]=[CH:27][N:26]([CH2:29][O:30][CH2:31][CH2:32][Si:33]([CH3:36])([CH3:35])[CH3:34])[C:22]=4[N:23]=[CH:24][N:25]=3)[CH:17]=[N:16]2)[CH2:7][N:6]([C:8]([O:10][C:11]([CH3:14])([CH3:13])[CH3:12])=[O:9])[CH2:5]1)#[N:2], predict the reactants needed to synthesize it. The reactants are: [C:1]([CH:3]=[C:4]1[CH2:7][N:6]([C:8]([O:10][C:11]([CH3:14])([CH3:13])[CH3:12])=[O:9])[CH2:5]1)#[N:2].[NH:15]1[CH:19]=[C:18]([C:20]2[C:21]3[CH:28]=[CH:27][N:26]([CH2:29][O:30][CH2:31][CH2:32][Si:33]([CH3:36])([CH3:35])[CH3:34])[C:22]=3[N:23]=[CH:24][N:25]=2)[CH:17]=[N:16]1.C1CCN2C(=NCCC2)CC1.